Dataset: Full USPTO retrosynthesis dataset with 1.9M reactions from patents (1976-2016). Task: Predict the reactants needed to synthesize the given product. (1) The reactants are: [CH3:1][N:2]([CH3:6])[CH2:3][C:4]#[CH:5].[Cl:7][C:8]1[C:17]2[C:12](=[CH:13][CH:14]=[CH:15][CH:16]=2)[C:11](Cl)=[N:10][N:9]=1. Given the product [Cl:7][C:8]1[C:17]2[C:12](=[CH:13][CH:14]=[CH:15][CH:16]=2)[C:11]([C:5]#[C:4][CH2:3][N:2]([CH3:6])[CH3:1])=[N:10][N:9]=1, predict the reactants needed to synthesize it. (2) Given the product [C:6]1([C:8]2[CH:4]3[O:5][CH:3]3[CH2:1][O:18][CH2:12][CH:10]3[O:11][CH:17]3[C:16]=2[C:14](=[CH:13][CH:7]=1)[OH:15])[OH:9], predict the reactants needed to synthesize it. The reactants are: [CH2:1]([CH:3]1[O:5][CH2:4]1)Cl.[CH:6]([OH:9])([CH3:8])[CH3:7].[C:10]1([CH:17]=[CH:16][C:14]([OH:15])=[CH:13][CH:12]=1)[OH:11].[OH-:18].[Na+]. (3) Given the product [CH3:33][C:32]1[O:31][C:30]([C:34]2[CH:35]=[CH:36][CH:37]=[CH:38][CH:39]=2)=[N:29][C:28]=1[CH2:27][O:26][C:23]1[N:24]=[CH:25][C:20]([CH2:19][O:1][C:2]2[C:6]([CH2:7][C:8]([O:10][CH3:11])=[O:9])=[CH:5][N:4]([C:12]3[CH:17]=[CH:16][CH:15]=[CH:14][CH:13]=3)[N:3]=2)=[CH:21][CH:22]=1, predict the reactants needed to synthesize it. The reactants are: [OH:1][C:2]1[C:6]([CH2:7][C:8]([O:10][CH3:11])=[O:9])=[CH:5][N:4]([C:12]2[CH:17]=[CH:16][CH:15]=[CH:14][CH:13]=2)[N:3]=1.Cl[CH2:19][C:20]1[CH:21]=[CH:22][C:23]([O:26][CH2:27][C:28]2[N:29]=[C:30]([C:34]3[CH:39]=[CH:38][CH:37]=[CH:36][CH:35]=3)[O:31][C:32]=2[CH3:33])=[N:24][CH:25]=1.C(=O)([O-])[O-].[K+].[K+].CN(C)C=O. (4) Given the product [CH3:1][N:2]([CH2:15][C:16]1[CH:21]=[CH:20][N:19]=[CH:18][CH:17]=1)[C:3]([C:5]1[S:13][C:12]2[C:7](=[N:8][CH:9]=[CH:10][C:11]=2[NH:32][C:28]2[CH:29]=[C:30]3[C:25](=[CH:26][CH:27]=2)[NH:24][C:23]([CH3:22])=[CH:31]3)[CH:6]=1)=[O:4], predict the reactants needed to synthesize it. The reactants are: [CH3:1][N:2]([CH2:15][C:16]1[CH:21]=[CH:20][N:19]=[CH:18][CH:17]=1)[C:3]([C:5]1[S:13][C:12]2[C:7](=[N:8][CH:9]=[CH:10][C:11]=2Cl)[CH:6]=1)=[O:4].[CH3:22][C:23]1[NH:24][C:25]2[C:30]([CH:31]=1)=[CH:29][C:28]([NH2:32])=[CH:27][CH:26]=2. (5) The reactants are: [C:1]([C:3]1[CH:8]=[CH:7][C:6]([CH:9]([CH3:29])[C:10]([NH:12][CH2:13][C:14]2[C:15]([N:24]3[CH2:28][CH2:27][CH2:26][CH2:25]3)=[N:16][C:17]([C:20]([F:23])([F:22])[F:21])=[CH:18][CH:19]=2)=[O:11])=[CH:5][CH:4]=1)#[N:2].O.[BH4-].[Na+]. Given the product [NH2:2][CH2:1][C:3]1[CH:8]=[CH:7][C:6]([CH:9]([CH3:29])[C:10]([NH:12][CH2:13][C:14]2[C:15]([N:24]3[CH2:25][CH2:26][CH2:27][CH2:28]3)=[N:16][C:17]([C:20]([F:23])([F:21])[F:22])=[CH:18][CH:19]=2)=[O:11])=[CH:5][CH:4]=1, predict the reactants needed to synthesize it. (6) Given the product [CH3:30][O:29][C:26]1[CH:25]=[CH:24][C:23]([C:21]2[O:20][N:19]=[C:18]([CH2:17][N:7]3[C:8]4[C:4](=[C:3]([C:2]([F:14])([F:1])[F:15])[C:11]([C:12]#[N:13])=[CH:10][CH:9]=4)[CH:5]=[CH:6]3)[N:22]=2)=[CH:28][CH:27]=1, predict the reactants needed to synthesize it. The reactants are: [F:1][C:2]([F:15])([F:14])[C:3]1[C:11]([C:12]#[N:13])=[CH:10][CH:9]=[C:8]2[C:4]=1[CH:5]=[CH:6][NH:7]2.Cl[CH2:17][C:18]1[N:22]=[C:21]([C:23]2[CH:28]=[CH:27][C:26]([O:29][CH3:30])=[CH:25][CH:24]=2)[O:20][N:19]=1. (7) Given the product [NH2:16][C:17]1[N:22]=[C:21]([S:23]([NH:26][C:27]([C:29]2[C:30]([N:37]3[CH2:41][C@@H:40]([CH3:42])[CH2:39][C:38]3([CH3:43])[CH3:44])=[N:31][C:32]([C:4]3[CH:5]=[C:6]([O:8][CH2:9][CH:10]([CH3:12])[CH3:11])[CH:7]=[C:2]([F:1])[CH:3]=3)=[C:33]([F:35])[CH:34]=2)=[O:28])(=[O:25])=[O:24])[CH:20]=[CH:19][CH:18]=1, predict the reactants needed to synthesize it. The reactants are: [F:1][C:2]1[CH:3]=[C:4](B(O)O)[CH:5]=[C:6]([O:8][CH2:9][CH:10]([CH3:12])[CH3:11])[CH:7]=1.[NH2:16][C:17]1[N:22]=[C:21]([S:23]([NH:26][C:27]([C:29]2[C:30]([N:37]3[CH2:41][C@@H:40]([CH3:42])[CH2:39][C:38]3([CH3:44])[CH3:43])=[N:31][C:32](Cl)=[C:33]([F:35])[CH:34]=2)=[O:28])(=[O:25])=[O:24])[CH:20]=[CH:19][CH:18]=1.C(C1C=CC=C(C(C)C)C=1N1CCN(C2C(C(C)C)=CC=CC=2C(C)C)C1)(C)C.ClC1C=NC=CC=1.C([O-])([O-])=O.[K+].[K+].